Dataset: TCR-epitope binding with 47,182 pairs between 192 epitopes and 23,139 TCRs. Task: Binary Classification. Given a T-cell receptor sequence (or CDR3 region) and an epitope sequence, predict whether binding occurs between them. (1) The epitope is YLQPRTFLL. The TCR CDR3 sequence is CASRSGLAGSDEQYF. Result: 0 (the TCR does not bind to the epitope). (2) The epitope is KAFSPEVIPMF. The TCR CDR3 sequence is CASSTGTGGQETQYF. Result: 0 (the TCR does not bind to the epitope).